This data is from Catalyst prediction with 721,799 reactions and 888 catalyst types from USPTO. The task is: Predict which catalyst facilitates the given reaction. (1) Reactant: [C:1]([C:5]1[CH:30]=[C:8]2[N:9]=[C:10]([CH3:29])[C:11]([CH:21]([CH2:26][CH2:27][CH3:28])[C:22]([O:24]C)=[O:23])=[C:12]([C:13]3[CH:18]=[CH:17][C:16]([CH3:19])=[CH:15][C:14]=3[F:20])[N:7]2[N:6]=1)([CH3:4])([CH3:3])[CH3:2].[OH-].[Na+]. Product: [C:1]([C:5]1[CH:30]=[C:8]2[N:9]=[C:10]([CH3:29])[C:11]([CH:21]([CH2:26][CH2:27][CH3:28])[C:22]([OH:24])=[O:23])=[C:12]([C:13]3[CH:18]=[CH:17][C:16]([CH3:19])=[CH:15][C:14]=3[F:20])[N:7]2[N:6]=1)([CH3:3])([CH3:4])[CH3:2]. The catalyst class is: 5. (2) Reactant: [N+:1]([C:4]1[CH:9]=[CH:8][CH:7]=[CH:6][C:5]=1[C:10]1[NH:11][CH:12]=[C:13]([C:15]([F:18])([F:17])[F:16])[N:14]=1)([O-])=O. Product: [F:18][C:15]([F:16])([F:17])[C:13]1[N:14]=[C:10]([C:5]2[CH:6]=[CH:7][CH:8]=[CH:9][C:4]=2[NH2:1])[NH:11][CH:12]=1. The catalyst class is: 19. (3) The catalyst class is: 7. Reactant: C[Si](C)(C)[O-].[K+].[C:7]([N:11]1[CH2:15][C@@H:14]([C:16]2[CH:21]=[CH:20][C:19]([F:22])=[CH:18][C:17]=2[F:23])[C@H:13]([C:24]([N:26]2[CH2:31][CH2:30][CH:29]([C:32]3[CH:37]=[CH:36][C:35]([Cl:38])=[CH:34][C:33]=3[CH2:39][C:40]([O:42]C)=[O:41])[CH2:28][CH2:27]2)=[O:25])[CH2:12]1)([CH3:10])([CH3:9])[CH3:8]. Product: [C:7]([N:11]1[CH2:15][C@@H:14]([C:16]2[CH:21]=[CH:20][C:19]([F:22])=[CH:18][C:17]=2[F:23])[C@H:13]([C:24]([N:26]2[CH2:27][CH2:28][CH:29]([C:32]3[CH:37]=[CH:36][C:35]([Cl:38])=[CH:34][C:33]=3[CH2:39][C:40]([OH:42])=[O:41])[CH2:30][CH2:31]2)=[O:25])[CH2:12]1)([CH3:10])([CH3:8])[CH3:9]. (4) Reactant: [F:1][C:2]1[CH:7]=[CH:6][C:5]([CH2:8][CH:9]([C:13]2[CH:18]=[CH:17][C:16]([S:19]([CH3:22])(=[O:21])=[O:20])=[CH:15][CH:14]=2)[C:10](O)=[O:11])=[CH:4][CH:3]=1.[NH2:23][C:24]1[CH:29]=[N:28][C:27]([Br:30])=[CH:26][N:25]=1.CCN=C=NCCCN(C)C.Cl. Product: [Br:30][C:27]1[N:28]=[CH:29][C:24]([NH:23][C:10](=[O:11])[CH:9]([C:13]2[CH:14]=[CH:15][C:16]([S:19]([CH3:22])(=[O:20])=[O:21])=[CH:17][CH:18]=2)[CH2:8][C:5]2[CH:4]=[CH:3][C:2]([F:1])=[CH:7][CH:6]=2)=[N:25][CH:26]=1. The catalyst class is: 64. (5) Reactant: Cl.[CH3:2][O:3][C:4]1[CH:5]=[C:6]2[C:11](=[CH:12][CH:13]=1)[C:10]([O:14][C:15]1[CH:20]=[CH:19][C:18]([O:21][CH2:22][CH2:23][N:24]3[CH2:29][CH2:28][CH2:27][CH2:26][CH2:25]3)=[CH:17][CH:16]=1)=[C:9]([C:30]1[CH:31]=[C:32]3[C:36](=[CH:37][CH:38]=1)[C:35](=[O:39])[NH:34][CH2:33]3)[CH:8]=[CH:7]2.B(Br)(Br)Br.C(=O)(O)[O-].[Na+]. Product: [CH3:2][O:3][C:4]1[CH:5]=[C:6]2[C:11](=[CH:12][CH:13]=1)[C:10]([O:14][C:15]1[CH:16]=[CH:17][C:18]([O:21][CH2:22][CH2:23][N:24]3[CH2:29][CH2:28][CH2:27][CH2:26][CH2:25]3)=[CH:19][CH:20]=1)=[C:9]([C:30]1[CH:31]=[C:32]3[C:36](=[CH:37][CH:38]=1)[C:35](=[O:39])[NH:34][CH2:33]3)[CH:8]=[CH:7]2. The catalyst class is: 4.